This data is from CYP2C19 inhibition data for predicting drug metabolism from PubChem BioAssay. The task is: Regression/Classification. Given a drug SMILES string, predict its absorption, distribution, metabolism, or excretion properties. Task type varies by dataset: regression for continuous measurements (e.g., permeability, clearance, half-life) or binary classification for categorical outcomes (e.g., BBB penetration, CYP inhibition). Dataset: cyp2c19_veith. (1) The molecule is CN(C)S(=O)(=O)c1nc(Cl)c2[nH]cnc2n1. The result is 0 (non-inhibitor). (2) The result is 0 (non-inhibitor). The compound is CN(N=O)C(=O)N[C@@H]1[C@@H](O)O[C@@H](CO)[C@@H](O)[C@@H]1O. (3) The drug is CC1Cc2ccccc2N1C(=O)C1CCCCN1S(=O)(=O)c1ccccc1. The result is 1 (inhibitor). (4) The drug is CNS(=O)(=O)c1ccccc1C(=N)c1ccccc1. The result is 0 (non-inhibitor). (5) The molecule is O=C(c1cnccn1)N1CCC[C@@]2(CCN(c3ccccc3)C2)C1. The result is 0 (non-inhibitor). (6) The result is 1 (inhibitor). The molecule is CC(C)c1cc(C(F)(F)F)nc(NNc2nc(C(C)C)cc(C(F)(F)F)n2)n1. (7) The drug is CCO/C(C)=N/n1c2nc3ccccc3nc2c2c(=O)n(CC(C)C)c(C)nc21. The result is 0 (non-inhibitor). (8) The drug is N#Cc1c(Cl)cccc1-n1ccnc1. The result is 1 (inhibitor).